Predict which catalyst facilitates the given reaction. From a dataset of Catalyst prediction with 721,799 reactions and 888 catalyst types from USPTO. (1) The catalyst class is: 1. Reactant: [Br:1][CH2:2][CH2:3][CH2:4][CH2:5][CH2:6][CH2:7][CH2:8][CH2:9][CH2:10][CH2:11][CH2:12][CH2:13][CH2:14][CH2:15][CH2:16][C:17](O)=[O:18]. Product: [Br:1][CH2:2][CH2:3][CH2:4][CH2:5][CH2:6][CH2:7][CH2:8][CH2:9][CH2:10][CH2:11][CH2:12][CH2:13][CH2:14][CH2:15][CH2:16][CH2:17][OH:18]. (2) Reactant: [Cl:1][C:2]1[CH:7]=[CH:6][C:5]([C:8]2[CH:9]=[N:10][CH:11]=[C:12]3[C:17]=2[N:16]=[C:15]([C:18]([OH:20])=O)[CH:14]=[CH:13]3)=[CH:4][CH:3]=1.C(N(CC)C(C)C)(C)C.F[P-](F)(F)(F)(F)F.N1(OC(N(C)C)=[N+](C)C)[C:41]2[N:42]=[CH:43][CH:44]=[CH:45][C:40]=2[N:39]=N1.N1C=CC=C(N)C=1. Product: [Cl:1][C:2]1[CH:3]=[CH:4][C:5]([C:8]2[CH:9]=[N:10][CH:11]=[C:12]3[C:17]=2[N:16]=[C:15]([C:18]([NH:39][C:40]2[CH:41]=[N:42][CH:43]=[CH:44][CH:45]=2)=[O:20])[CH:14]=[CH:13]3)=[CH:6][CH:7]=1. The catalyst class is: 9.